Dataset: Full USPTO retrosynthesis dataset with 1.9M reactions from patents (1976-2016). Task: Predict the reactants needed to synthesize the given product. (1) Given the product [N:12]1[CH:13]=[CH:14][CH:15]=[N:16][C:11]=1[O:1][C:2]1[CH:3]=[C:4]([CH:7]=[CH:8][CH:9]=1)[CH:5]=[O:6], predict the reactants needed to synthesize it. The reactants are: [OH:1][C:2]1[CH:3]=[C:4]([CH:7]=[CH:8][CH:9]=1)[CH:5]=[O:6].Cl[C:11]1[N:16]=[CH:15][CH:14]=[CH:13][N:12]=1.C([O-])([O-])=O.[K+].[K+].O. (2) The reactants are: Br[C:2]1[CH:11]=[C:10]2[C:5]([CH2:6][CH:7]([CH3:26])[N:8]([C:12]3[CH:17]=[C:16]([N:18]4[CH2:23][CH2:22][N:21]([CH3:24])[CH2:20][CH2:19]4)[N:15]=[C:14]([NH2:25])[N:13]=3)[CH2:9]2)=[CH:4][CH:3]=1.CC1(C)C(C)(C)OB([C:35]2[CH:36]=[N:37][C:38]([C:41]#[N:42])=[N:39][CH:40]=2)O1. Given the product [NH2:25][C:14]1[N:13]=[C:12]([N:8]2[CH:7]([CH3:26])[CH2:6][C:5]3[C:10](=[CH:11][C:2]([C:35]4[CH:36]=[N:37][C:38]([C:41]#[N:42])=[N:39][CH:40]=4)=[CH:3][CH:4]=3)[CH2:9]2)[CH:17]=[C:16]([N:18]2[CH2:19][CH2:20][N:21]([CH3:24])[CH2:22][CH2:23]2)[N:15]=1, predict the reactants needed to synthesize it. (3) Given the product [Cl:1][C:2]1[C:3]2[N:4]([C:22]([CH2:23][CH:24]3[CH2:26][CH2:25]3)=[N:21][N:20]=2)[N:5]=[CH:6][C:7]=1[N:8]1[CH2:13][CH2:12][CH:11]([C:14]2[CH:15]=[N:16][CH:17]=[CH:18][CH:19]=2)[CH2:10][CH2:9]1, predict the reactants needed to synthesize it. The reactants are: [Cl:1][C:2]1[C:7]([N:8]2[CH2:13][CH2:12][CH:11]([C:14]3[CH:15]=[N:16][CH:17]=[CH:18][CH:19]=3)[CH2:10][CH2:9]2)=[CH:6][N:5]=[N:4][C:3]=1[NH:20][NH:21][C:22](=O)[CH2:23][CH:24]1[CH2:26][CH2:25]1.P(Cl)(Cl)(Cl)=O. (4) Given the product [CH3:9][O:8][C:6]([C:5]1[CH:10]=[C:11]2[C:2](=[CH:3][CH:4]=1)[NH:1][C:5]([CH3:10])([CH3:6])[CH:4]=[C:3]2[CH3:2])=[O:7], predict the reactants needed to synthesize it. The reactants are: [NH2:1][C:2]1[CH:11]=[CH:10][C:5]([C:6]([O:8][CH3:9])=[O:7])=[CH:4][CH:3]=1.II. (5) The reactants are: [CH3:1][O:2][C:3](=[O:25])[CH2:4]/[CH:5]=[CH:6]/[C:7]1[CH:16]=[CH:15][CH:14]=[C:13]2[C:8]=1[CH:9]=[CH:10][C:11]([NH:17][CH2:18][C:19]1[O:20][C:21]([CH3:24])=[CH:22][CH:23]=1)=[N:12]2.[H][H]. Given the product [CH3:1][O:2][C:3](=[O:25])[CH2:4][CH2:5][CH2:6][C:7]1[CH:16]=[CH:15][CH:14]=[C:13]2[C:8]=1[CH:9]=[CH:10][C:11]([NH:17][CH2:18][C:19]1[O:20][C:21]([CH3:24])=[CH:22][CH:23]=1)=[N:12]2, predict the reactants needed to synthesize it. (6) Given the product [C:24]([O:29][CH2:30][CH2:31][CH2:32][CH2:33][CH2:34][CH2:35][CH2:36][CH2:37][CH2:38][CH3:39])(=[O:28])[C:25]([CH3:27])=[CH2:26].[C:24]([O:29][CH2:30][CH2:31][CH2:32][CH2:33][CH2:34][CH2:35][CH2:36][CH2:37][CH2:38][CH2:39][CH2:40][CH2:41][CH2:42][CH2:43][CH2:44][CH3:45])(=[O:28])[C:25]([CH3:27])=[CH2:26], predict the reactants needed to synthesize it. The reactants are: C(OCCCCCCCCCCCCCCCCCC)(=O)C=C.[C:24]([O:29][CH2:30][CH2:31][CH2:32][CH2:33][CH2:34][CH2:35][CH2:36][CH2:37][CH2:38][CH2:39][CH2:40][CH2:41][CH2:42][CH2:43][CH2:44][CH2:45]CCCCCC)(=[O:28])[C:25]([CH3:27])=[CH2:26].